From a dataset of Reaction yield outcomes from USPTO patents with 853,638 reactions. Predict the reaction yield, written as a fraction of the theoretical maximum amount of product (1.0 means a 100% yield; for example, 0.34 means a 34% yield). The reactants are [CH2:1]([O:3][C:4]([N:6]1[CH2:11][CH2:10][C:9](O)([C:12]2[S:13][CH:14]=[CH:15][CH:16]=2)[CH2:8][CH2:7]1)=[O:5])[CH3:2].Cl.C(=O)([O-])O.[Na+]. No catalyst specified. The product is [CH2:1]([O:3][C:4]([N:6]1[CH2:11][CH2:10][C:9]([C:12]2[S:13][CH:14]=[CH:15][CH:16]=2)=[CH:8][CH2:7]1)=[O:5])[CH3:2]. The yield is 0.995.